Dataset: Forward reaction prediction with 1.9M reactions from USPTO patents (1976-2016). Task: Predict the product of the given reaction. (1) Given the reactants [C:1]([Cl:5])(Cl)(Cl)[Cl:2].C1(P(C2C=CC=CC=2)C2C=CC=CC=2)C=CC=CC=1.[F:25][C:26]1[CH:31]=[C:30]([F:32])[CH:29]=[CH:28][C:27]=1[C:33](=O)[C:34]([O:36][CH2:37][CH3:38])=[O:35], predict the reaction product. The product is: [Cl:2][C:1]([Cl:5])=[C:33]([C:27]1[CH:28]=[CH:29][C:30]([F:32])=[CH:31][C:26]=1[F:25])[C:34]([O:36][CH2:37][CH3:38])=[O:35]. (2) Given the reactants [CH3:1][N:2]1[C:6]([C:7]2[CH:16]=[CH:15][C:14]3[C:13](=[O:17])[CH2:12][CH2:11][CH2:10][C:9]=3[CH:8]=2)=[CH:5][CH:4]=[C:3]1[C:18]#[N:19].[C:20]1([Mg]Br)[CH:25]=[CH:24][CH:23]=[CH:22][CH:21]=1, predict the reaction product. The product is: [OH:17][C:13]1([C:20]2[CH:25]=[CH:24][CH:23]=[CH:22][CH:21]=2)[CH2:12][CH2:11][CH2:10][C:9]2[CH:8]=[C:7]([C:6]3[N:2]([CH3:1])[C:3]([C:18]#[N:19])=[CH:4][CH:5]=3)[CH:16]=[CH:15][C:14]1=2. (3) Given the reactants [F:1][C:2]1[CH:10]=[CH:9][C:5]([C:6]([CH3:8])=[CH2:7])=[CH:4][CH:3]=1.C1C(=O)N([Br:18])C(=O)C1, predict the reaction product. The product is: [F:1][C:2]1[CH:10]=[CH:9][C:5]([C:6]([CH2:8][Br:18])=[CH2:7])=[CH:4][CH:3]=1. (4) Given the reactants P(Br)(Br)[Br:2].[O:5]1[C:9]2[CH:10]=[CH:11][C:12]([CH:14](O)[CH3:15])=[CH:13][C:8]=2[CH2:7][CH2:6]1, predict the reaction product. The product is: [Br:2][CH2:15][CH2:14][C:12]1[CH:11]=[CH:10][C:9]2[O:5][CH2:6][CH2:7][C:8]=2[CH:13]=1. (5) Given the reactants [CH3:1][C:2]1([CH3:28])[O:6][C@@H:5]([CH2:7][O:8][C:9]2[CH:10]=[C:11]([C:15]3[CH:16]=[CH:17][C:18]4[N:19]([C:21]([C:25]([OH:27])=O)=[C:22]([CH3:24])[N:23]=4)[N:20]=3)[CH:12]=[CH:13][CH:14]=2)[CH2:4][O:3]1.[NH2:29][C:30]1[CH:35]=[CH:34][CH:33]=[CH:32][N:31]=1.CN(C(ON1N=NC2C=CC=NC1=2)=[N+](C)C)C.F[P-](F)(F)(F)(F)F.O1CCN(CC2N=C(NC(C3N4N=C(C5C=CC=CC=5C(F)(F)F)C=CC4=NC=3)=O)C=CC=2)CC1, predict the reaction product. The product is: [CH3:28][C:2]1([CH3:1])[O:6][C@@H:5]([CH2:7][O:8][C:9]2[CH:10]=[C:11]([C:15]3[CH:16]=[CH:17][C:18]4[N:19]([C:21]([C:25]([NH:29][C:30]5[CH:35]=[CH:34][CH:33]=[CH:32][N:31]=5)=[O:27])=[C:22]([CH3:24])[N:23]=4)[N:20]=3)[CH:12]=[CH:13][CH:14]=2)[CH2:4][O:3]1. (6) Given the reactants [CH3:1][O:2][C:3](=[O:12])[C:4]1[CH:9]=[CH:8][C:7](F)=[CH:6][C:5]=1[CH3:11].[CH3:13][N:14]1[CH2:19][CH2:18][NH:17][CH2:16][CH2:15]1.C([O-])([O-])=O.[K+].[K+].CS(C)=O, predict the reaction product. The product is: [CH3:11][C:5]1[CH:6]=[C:7]([N:17]2[CH2:18][CH2:19][N:14]([CH3:13])[CH2:15][CH2:16]2)[CH:8]=[CH:9][C:4]=1[C:3]([O:2][CH3:1])=[O:12].